Dataset: Forward reaction prediction with 1.9M reactions from USPTO patents (1976-2016). Task: Predict the product of the given reaction. (1) Given the reactants Br[C:2]1[C:6]2=[N:7][CH:8]=[CH:9][CH:10]=[C:5]2[S:4][C:3]=1[CH3:11].[CH2:12]([CH:14]([C:17]1[C:18]2[N:19]([C:24](I)=[C:25]([CH3:27])[N:26]=2)[N:20]=[C:21]([CH3:23])[CH:22]=1)[CH2:15][CH3:16])[CH3:13], predict the reaction product. The product is: [CH2:12]([CH:14]([C:17]1[C:18]2[N:19]([C:24]([C:2]3[C:6]4=[N:7][CH:8]=[CH:9][CH:10]=[C:5]4[S:4][C:3]=3[CH3:11])=[C:25]([CH3:27])[N:26]=2)[N:20]=[C:21]([CH3:23])[CH:22]=1)[CH2:15][CH3:16])[CH3:13]. (2) Given the reactants [NH2:1][C:2]1[N:7]=[CH:6][C:5]([C:8]2[CH:13]=[CH:12][C:11]([C:14]34[CH2:21][CH2:20][C:17]([CH2:22][C:23]([O:25]C)=[O:24])([CH2:18][CH2:19]3)[O:16][CH2:15]4)=[CH:10][CH:9]=2)=[CH:4][N:3]=1.[C:27](N1C=CC=CC1=O)(N1C=CC=CC1=O)=[S:28].[CH:43]1([C:47]([NH:49][NH2:50])=O)[CH2:46][CH2:45][CH2:44]1, predict the reaction product. The product is: [CH:43]1([C:47]2[S:28][C:27]([NH:1][C:2]3[N:7]=[CH:6][C:5]([C:8]4[CH:9]=[CH:10][C:11]([C:14]56[CH2:21][CH2:20][C:17]([CH2:22][C:23]([OH:25])=[O:24])([CH2:18][CH2:19]5)[O:16][CH2:15]6)=[CH:12][CH:13]=4)=[CH:4][N:3]=3)=[N:50][N:49]=2)[CH2:46][CH2:45][CH2:44]1. (3) Given the reactants [NH:1]1[C:9]2[C:4](=[CH:5][CH:6]=[CH:7][CH:8]=2)[CH2:3][CH2:2]1.O=[C:11]1[CH2:16][CH2:15][N:14]([C:17]([O:19][C:20]([CH3:23])([CH3:22])[CH3:21])=[O:18])[CH2:13][CH2:12]1.C(O)(=O)C.[BH-](OC(C)=O)(OC(C)=O)OC(C)=O.[Na+].[OH-].[Na+], predict the reaction product. The product is: [N:1]1([CH:11]2[CH2:16][CH2:15][N:14]([C:17]([O:19][C:20]([CH3:23])([CH3:22])[CH3:21])=[O:18])[CH2:13][CH2:12]2)[C:9]2[C:4](=[CH:5][CH:6]=[CH:7][CH:8]=2)[CH2:3][CH2:2]1. (4) Given the reactants [CH3:1][S:2]([NH:5][C:6]1[CH:7]=[C:8]([NH:18]C(=O)OC(C)(C)C)[CH:9]=[C:10]([N:12]2[CH2:17][CH2:16][O:15][CH2:14][CH2:13]2)[CH:11]=1)(=[O:4])=[O:3].Cl, predict the reaction product. The product is: [NH2:18][C:8]1[CH:7]=[C:6]([NH:5][S:2]([CH3:1])(=[O:4])=[O:3])[CH:11]=[C:10]([N:12]2[CH2:17][CH2:16][O:15][CH2:14][CH2:13]2)[CH:9]=1. (5) Given the reactants O[CH:2]1[CH2:7][CH2:6][N:5]([C:8]([O:10][C:11]([CH3:14])([CH3:13])[CH3:12])=[O:9])[CH2:4][CH2:3]1.C1(P(C2C=CC=CC=2)C2C=CC=CC=2)C=CC=CC=1.N(C(OCC)=O)=NC(OCC)=O.[NH:46]1[CH:50]=[C:49]([C:51]([O:53][CH2:54][CH3:55])=[O:52])[CH:48]=[N:47]1, predict the reaction product. The product is: [CH2:54]([O:53][C:51]([C:49]1[CH:50]=[N:46][N:47]([CH:2]2[CH2:7][CH2:6][N:5]([C:8]([O:10][C:11]([CH3:14])([CH3:13])[CH3:12])=[O:9])[CH2:4][CH2:3]2)[CH:48]=1)=[O:52])[CH3:55]. (6) Given the reactants [OH:1][C:2]1[C:7](=[O:8])[CH:6]=[CH:5][N:4]([CH3:9])[CH:3]=1.C([O-])([O-])=O.[K+].[K+].C[O:17][CH:18](O)[C:19]([F:22])([F:21])[F:20], predict the reaction product. The product is: [OH:1][C:2]1[C:7](=[O:8])[CH:6]=[CH:5][N:4]([CH3:9])[C:3]=1[CH:18]([OH:17])[C:19]([F:22])([F:21])[F:20]. (7) Given the reactants [OH:1][C:2]1[CH:7]=[CH:6][C:5]([N:8]2[C:13](=[O:14])[C:12]([CH2:15][C:16]3[CH:21]=[CH:20][C:19]([C:22]4[C:23]([C:28]#[N:29])=[CH:24][CH:25]=[CH:26][CH:27]=4)=[CH:18][CH:17]=3)=[C:11]([CH2:30][CH2:31][CH3:32])[N:10]=[C:9]2[CH3:33])=[CH:4][CH:3]=1.[Si:34]([O:41][CH:42]1[CH2:47][CH2:46][CH:45](O)[CH2:44][CH2:43]1)([C:37]([CH3:40])([CH3:39])[CH3:38])([CH3:36])[CH3:35].C1(P(C2C=CC=CC=2)C2C=CC=CC=2)C=CC=CC=1.[N:69]([C:70]([O:72]C(C)C)=[O:71])=[N:69][C:70]([O:72]C(C)C)=[O:71], predict the reaction product. The product is: [Si:34]([O:41][CH:42]1[CH2:47][CH2:46][CH:45]([O:1][C:2]2[CH:3]=[CH:4][C:5]([N:8]3[C:13](=[O:14])[C:12]([CH2:15][C:16]4[CH:21]=[CH:20][C:19]([C:22]5[CH:27]=[CH:26][CH:25]=[CH:24][C:23]=5[C:28]5[NH:69][C:70](=[O:71])[O:72][N:29]=5)=[CH:18][CH:17]=4)=[C:11]([CH2:30][CH2:31][CH3:32])[N:10]=[C:9]3[CH3:33])=[CH:6][CH:7]=2)[CH2:44][CH2:43]1)([C:37]([CH3:40])([CH3:39])[CH3:38])([CH3:36])[CH3:35]. (8) Given the reactants [CH2:1]([C:5]1[C:9]([CH2:10][CH2:11][C:12]2[S:13][C:14]([C:18]([OH:20])=O)=[C:15]([CH3:17])[N:16]=2)=[C:8]([CH3:21])[O:7][N:6]=1)[CH2:2][CH2:3][CH3:4].[NH2:22][CH:23]([CH3:26])[CH2:24][OH:25], predict the reaction product. The product is: [OH:25][CH2:24][CH:23]([NH:22][C:18]([C:14]1[S:13][C:12]([CH2:11][CH2:10][C:9]2[C:5]([CH2:1][CH2:2][CH2:3][CH3:4])=[N:6][O:7][C:8]=2[CH3:21])=[N:16][C:15]=1[CH3:17])=[O:20])[CH3:26]. (9) Given the reactants [CH3:1][NH:2][S:3]([C:6]1[CH:14]=[C:13]2[C:9]([CH2:10][CH2:11][NH:12]2)=[CH:8][CH:7]=1)(=[O:5])=[O:4].C(C1C(=O)C(Cl)=C(Cl)C(=O)C=1C#N)#N, predict the reaction product. The product is: [CH3:1][NH:2][S:3]([C:6]1[CH:14]=[C:13]2[C:9]([CH:10]=[CH:11][NH:12]2)=[CH:8][CH:7]=1)(=[O:5])=[O:4].